This data is from Forward reaction prediction with 1.9M reactions from USPTO patents (1976-2016). The task is: Predict the product of the given reaction. (1) Given the reactants [CH3:1][C@H:2]1[CH2:7][CH2:6][C@H:5]([C:8](Cl)=[O:9])[CH2:4][CH2:3]1.[CH3:11][O:12][C:13]([C:15]1[S:16][C:17]([Br:31])=[CH:18][C:19]=1[NH:20][CH:21]1[CH2:30][CH2:29][C:24]2([O:28][CH2:27][CH2:26][O:25]2)[CH2:23][CH2:22]1)=[O:14].N1C=CC=CC=1.CO, predict the reaction product. The product is: [CH3:11][O:12][C:13]([C:15]1[S:16][C:17]([Br:31])=[CH:18][C:19]=1[N:20]([CH:21]1[CH2:22][CH2:23][C:24]2([O:28][CH2:27][CH2:26][O:25]2)[CH2:29][CH2:30]1)[C:8]([C@H:5]1[CH2:6][CH2:7][C@H:2]([CH3:1])[CH2:3][CH2:4]1)=[O:9])=[O:14]. (2) Given the reactants [CH2:1]([C:5]1[C:6]([CH3:11])=[N:7][CH:8]=[CH:9][CH:10]=1)[CH:2]([CH3:4])[CH3:3].[OH:12]O, predict the reaction product. The product is: [CH2:1]([C:5]1[C:6]([CH3:11])=[N+:7]([O-:12])[CH:8]=[CH:9][CH:10]=1)[CH:2]([CH3:4])[CH3:3]. (3) Given the reactants [Br:1][C:2]1[CH:7]=[CH:6][C:5]([CH:8]([NH:21][C:22](=O)[C:23]([CH3:26])([CH3:25])[CH3:24])[C:9]([C@@H:11]2[CH2:16][CH2:15][CH2:14][CH2:13][C@H:12]2[C:17]([O:19][CH3:20])=[O:18])=O)=[CH:4][CH:3]=1.COC1C=CC(P2(SP(C3C=CC(OC)=CC=3)(=S)S2)=[S:37])=CC=1, predict the reaction product. The product is: [Br:1][C:2]1[CH:7]=[CH:6][C:5]([C:8]2[N:21]=[C:22]([C:23]([CH3:26])([CH3:25])[CH3:24])[S:37][C:9]=2[C@@H:11]2[CH2:16][CH2:15][CH2:14][CH2:13][C@H:12]2[C:17]([O:19][CH3:20])=[O:18])=[CH:4][CH:3]=1. (4) Given the reactants [N+:1]([C:4]1[CH:9]=[CH:8][C:7]([N:10]2[C:14]3=[N:15][CH:16]=[CH:17][CH:18]=[C:13]3[NH:12][C:11]2=[O:19])=[CH:6][CH:5]=1)([O-:3])=[O:2].[H-].[Na+].I[CH2:23][CH3:24].[Cl-].[Cl-].[Ca+2], predict the reaction product. The product is: [CH2:23]([N:12]1[C:13]2[C:14](=[N:15][CH:16]=[CH:17][CH:18]=2)[N:10]([C:7]2[CH:8]=[CH:9][C:4]([N+:1]([O-:3])=[O:2])=[CH:5][CH:6]=2)[C:11]1=[O:19])[CH3:24]. (5) Given the reactants [CH3:1][C:2]1[CH:11]=[CH:10][C:9]2[C:4](=[C:5]([C:12]3[CH:16]([CH3:17])[C:15]([CH3:18])=[C:14]([CH3:19])[C:13]=3[CH3:20])[CH:6]=[CH:7][CH:8]=2)[N:3]=1.C([Li])CCC.[Cl-:26].[Cr+3:27].[Cl-].[Cl-], predict the reaction product. The product is: [Cl-:26].[Cl-:26].[CH3:1][C:2]1[CH:11]=[CH:10][C:9]2[C:4](=[C:5]([C:12]3([Cr+2:27])[C:16]([CH3:17])=[C:15]([CH3:18])[C:14]([CH3:19])=[C:13]3[CH3:20])[CH:6]=[CH:7][CH:8]=2)[N:3]=1. (6) Given the reactants [S:1]1[CH:5]=[CH:4][CH:3]=[C:2]1[CH2:6][NH2:7].[CH:8]1[N:13]=[C:12](Cl)[C:11]2[N:15]=[CH:16][N:17]([C@@H:18]3[O:22][C@H:21]([CH2:23][OH:24])[C@@H:20]([OH:25])[C@H:19]3[OH:26])[C:10]=2[N:9]=1.C(N(CC)CC)C, predict the reaction product. The product is: [S:1]1[CH:5]=[CH:4][CH:3]=[C:2]1[CH2:6][NH:7][C:12]1[C:11]2[N:15]=[CH:16][N:17]([C:10]=2[N:9]=[CH:8][N:13]=1)[C@@H:18]1[O:22][C@H:21]([CH2:23][OH:24])[C@@H:20]([OH:25])[C@H:19]1[OH:26]. (7) Given the reactants COC1C=CC(C[N:8](CC2C=CC(OC)=CC=2)[C:9]2[N:14]=[N:13][C:12]([CH2:15][CH2:16][CH:17]([F:38])[CH2:18][N:19]3[CH:23]=[C:22]([C:24]([NH:26][CH2:27][C:28]4[CH:33]=[C:32]([C:34]([F:37])([F:36])[F:35])[CH:31]=[CH:30][N:29]=4)=[O:25])[N:21]=[N:20]3)=[CH:11][CH:10]=2)=CC=1.S(=O)(=O)(O)O, predict the reaction product. The product is: [NH2:8][C:9]1[N:14]=[N:13][C:12]([CH2:15][CH2:16][CH:17]([F:38])[CH2:18][N:19]2[CH:23]=[C:22]([C:24]([NH:26][CH2:27][C:28]3[CH:33]=[C:32]([C:34]([F:37])([F:36])[F:35])[CH:31]=[CH:30][N:29]=3)=[O:25])[N:21]=[N:20]2)=[CH:11][CH:10]=1. (8) Given the reactants [NH2:1][C:2]1[CH:6]=[C:5]([C:7]2[CH:12]=[CH:11][CH:10]=[CH:9][CH:8]=2)[NH:4][N:3]=1.[C:13]([Cl:19])(=O)[CH2:14][C:15]([Cl:17])=O, predict the reaction product. The product is: [Cl:17][C:15]1[CH:14]=[C:13]([Cl:19])[N:3]2[N:4]=[C:5]([C:7]3[CH:12]=[CH:11][CH:10]=[CH:9][CH:8]=3)[CH:6]=[C:2]2[N:1]=1.